Predict the reactants needed to synthesize the given product. From a dataset of Full USPTO retrosynthesis dataset with 1.9M reactions from patents (1976-2016). (1) Given the product [CH2:13]([O:15][C:16](=[O:33])[C:17]1[CH:22]=[CH:21][C:20]([S:23][C:24]2[CH:25]=[CH:26][CH:27]=[CH:28][CH:29]=2)=[C:19]([NH:30][C:2]2[C:3]3[C:8](=[N:7][C:6]([CH3:12])=[CH:5][CH:4]=3)[N:9]=[CH:10][CH:11]=2)[CH:18]=1)[CH3:14], predict the reactants needed to synthesize it. The reactants are: Cl[C:2]1[CH:11]=[CH:10][N:9]=[C:8]2[C:3]=1[CH:4]=[CH:5][C:6]([CH3:12])=[N:7]2.[CH2:13]([O:15][C:16](=[O:33])[C:17]1[CH:22]=[CH:21][C:20]([S:23][C:24]2[CH:29]=[CH:28][CH:27]=[CH:26][CH:25]=2)=[C:19]([N+:30]([O-])=O)[CH:18]=1)[CH3:14]. (2) Given the product [C:46]([O:50][C:51](=[O:55])[C@H:52]([CH3:54])[NH:53][C:21](=[O:22])[CH2:20][CH2:19][CH2:18][O:17][C:5]1[CH:6]=[CH:7][C:8]2[C:9]([C:13]([F:15])([F:16])[F:14])=[N:10][O:11][C:12]=2[C:4]=1[CH2:1][CH2:2][CH3:3])([CH3:49])([CH3:48])[CH3:47], predict the reactants needed to synthesize it. The reactants are: [CH2:1]([C:4]1[C:12]2[O:11][N:10]=[C:9]([C:13]([F:16])([F:15])[F:14])[C:8]=2[CH:7]=[CH:6][C:5]=1[O:17][CH2:18][CH2:19][CH2:20][C:21](O)=[O:22])[CH2:2][CH3:3].CCN=C=NCCCN(C)C.Cl.C1C=CC2N(O)N=NC=2C=1.[C:46]([O:50][C:51](=[O:55])[C@H:52]([CH3:54])[NH2:53])([CH3:49])([CH3:48])[CH3:47].